From a dataset of Reaction yield outcomes from USPTO patents with 853,638 reactions. Predict the reaction yield, written as a fraction of the theoretical maximum amount of product (1.0 means a 100% yield; for example, 0.34 means a 34% yield). (1) The reactants are [CH3:1][O:2][C:3]1[CH:11]=[CH:10][C:6]([C:7]([NH2:9])=[S:8])=[CH:5][CH:4]=1.[CH2:12]([O:14][C:15](=[O:21])[CH:16](Cl)[C:17](=O)[CH3:18])[CH3:13]. The catalyst is C(O)C. The product is [CH2:12]([O:14][C:15]([C:16]1[S:8][C:7]([C:6]2[CH:10]=[CH:11][C:3]([O:2][CH3:1])=[CH:4][CH:5]=2)=[N:9][C:17]=1[CH3:18])=[O:21])[CH3:13]. The yield is 0.700. (2) The reactants are COC[O:4][C:5]1[CH:10]=[C:9]([O:11]COC)[CH:8]=[CH:7][C:6]=1[C:15]1[CH2:24][CH2:23][C:18]2(OCC[O:19]2)[CH2:17][CH:16]=1.Cl.C(=O)(O)[O-].[Na+]. The catalyst is CO. The product is [OH:4][C:5]1[CH:10]=[C:9]([OH:11])[CH:8]=[CH:7][C:6]=1[C:15]1[CH2:24][CH2:23][C:18](=[O:19])[CH2:17][CH:16]=1. The yield is 0.370. (3) The reactants are [C:1]1([C:7]2[N:8]=[CH:9][N:10]([CH2:12][O:13][CH2:14][CH2:15][Si:16]([CH3:19])([CH3:18])[CH3:17])[CH:11]=2)[CH:6]=[CH:5][CH:4]=[CH:3][CH:2]=1.[Li]CCCC.CN([CH:28]=[O:29])C. No catalyst specified. The product is [C:1]1([C:7]2[N:8]=[C:9]([CH:28]=[O:29])[N:10]([CH2:12][O:13][CH2:14][CH2:15][Si:16]([CH3:19])([CH3:18])[CH3:17])[CH:11]=2)[CH:2]=[CH:3][CH:4]=[CH:5][CH:6]=1. The yield is 0.980. (4) The reactants are [Cl:1][C:2]1[CH:3]=[C:4](/[C:12](=[N:16]\[O:17][CH:18]2[CH2:22][CH2:21][CH2:20][CH2:19]2)/[C:13]([OH:15])=O)[CH:5]=[CH:6][C:7]=1[S:8]([CH3:11])(=[O:10])=[O:9].[O:23]1[CH:27]=[CH:26][C:25]([NH2:28])=[N:24]1.C(N(CC)C(C)C)(C)C. The catalyst is C(#N)C. The product is [Cl:1][C:2]1[CH:3]=[C:4](/[C:12](=[N:16]\[O:17][CH:18]2[CH2:22][CH2:21][CH2:20][CH2:19]2)/[C:13]([NH:28][C:25]2[CH:26]=[CH:27][O:23][N:24]=2)=[O:15])[CH:5]=[CH:6][C:7]=1[S:8]([CH3:11])(=[O:9])=[O:10]. The yield is 0.330.